From a dataset of Catalyst prediction with 721,799 reactions and 888 catalyst types from USPTO. Predict which catalyst facilitates the given reaction. (1) Reactant: [CH3:1][N:2]1[CH:7]2[CH2:8][CH2:9][CH2:10][CH:3]1[CH2:4][N:5]([C:11]1[CH:12]=[N:13][CH:14]=[CH:15][CH:16]=1)[CH2:6]2.[Br:17]N1C(=O)CCC1=O. Product: [Br:17][C:14]1[N:13]=[CH:12][C:11]([N:5]2[CH2:6][CH:7]3[N:2]([CH3:1])[CH:3]([CH2:10][CH2:9][CH2:8]3)[CH2:4]2)=[CH:16][CH:15]=1. The catalyst class is: 10. (2) Reactant: Cl[C:2]1[N:7]=[CH:6][CH:5]=[CH:4][N:3]=1.[F:8][C:9]([F:16])([C:12]([F:15])([F:14])[F:13])[CH2:10][NH2:11].C(N(C(C)C)CC)(C)C. Product: [F:8][C:9]([F:16])([C:12]([F:15])([F:14])[F:13])[CH2:10][NH:11][C:2]1[N:7]=[CH:6][CH:5]=[CH:4][N:3]=1. The catalyst class is: 6. (3) Reactant: Cl.[CH2:2]([O:9][C:10]1[CH:11]=[C:12]([CH:20]=[CH:21][CH:22]=1)[O:13]C1CCNCC1)[C:3]1[CH:8]=[CH:7][CH:6]=[CH:5][CH:4]=1.C1(O[C:30](=[O:38])[NH:31][C:32]2[CH:37]=[N:36][CH:35]=[CH:34][N:33]=2)C=CC=CC=1. Product: [CH2:2]([O:9][C:10]1[CH:11]=[C:12]([CH:20]=[CH:21][CH:22]=1)[O:13][N:33]1[CH2:34][CH2:35][N:36]([C:30]([NH:31][C:32]2[CH:37]=[N:36][CH:35]=[CH:34][N:33]=2)=[O:38])[CH2:37][CH2:32]1)[C:3]1[CH:4]=[CH:5][CH:6]=[CH:7][CH:8]=1. The catalyst class is: 10. (4) Reactant: [C:1](N1C=CN=C1)(N1C=CN=C1)=[O:2].[O:13]1[C@H:17]2[O:18][CH2:19][CH2:20][C@H:16]2[C@@H:15]([OH:21])[CH2:14]1.Cl.[NH2:23][C@@H:24]([CH2:29][C:30]1[CH:35]=[CH:34][CH:33]=[CH:32][CH:31]=1)[C@H:25]([OH:28])[CH2:26][Cl:27].N[C@@H](CC1C=CC=CC=1)[C@H](O)CCl. Product: [O:13]1[C@H:17]2[O:18][CH2:19][CH2:20][C@H:16]2[C@@H:15]([O:21][C:1](=[O:2])[NH:23][C@@H:24]([CH2:29][C:30]2[CH:35]=[CH:34][CH:33]=[CH:32][CH:31]=2)[C@@H:25]([OH:28])[CH2:26][Cl:27])[CH2:14]1. The catalyst class is: 56. (5) Reactant: C(OC([N:8]1[CH2:13][CH2:12][CH:11]([N:14]([CH:21]2[CH2:23][CH2:22]2)[C:15](=[O:20])[C:16]([F:19])([F:18])[F:17])[CH2:10][CH2:9]1)=O)(C)(C)C.Cl. Product: [CH:21]1([N:14]([CH:11]2[CH2:12][CH2:13][NH:8][CH2:9][CH2:10]2)[C:15](=[O:20])[C:16]([F:18])([F:19])[F:17])[CH2:23][CH2:22]1. The catalyst class is: 12.